This data is from NCI-60 drug combinations with 297,098 pairs across 59 cell lines. The task is: Regression. Given two drug SMILES strings and cell line genomic features, predict the synergy score measuring deviation from expected non-interaction effect. (1) Drug 1: CCC1(CC2CC(C3=C(CCN(C2)C1)C4=CC=CC=C4N3)(C5=C(C=C6C(=C5)C78CCN9C7C(C=CC9)(C(C(C8N6C=O)(C(=O)OC)O)OC(=O)C)CC)OC)C(=O)OC)O.OS(=O)(=O)O. Drug 2: CC1=C(N=C(N=C1N)C(CC(=O)N)NCC(C(=O)N)N)C(=O)NC(C(C2=CN=CN2)OC3C(C(C(C(O3)CO)O)O)OC4C(C(C(C(O4)CO)O)OC(=O)N)O)C(=O)NC(C)C(C(C)C(=O)NC(C(C)O)C(=O)NCCC5=NC(=CS5)C6=NC(=CS6)C(=O)NCCC[S+](C)C)O. Cell line: MCF7. Synergy scores: CSS=8.41, Synergy_ZIP=-3.18, Synergy_Bliss=-0.795, Synergy_Loewe=-1.74, Synergy_HSA=-1.36. (2) Drug 1: CC(CN1CC(=O)NC(=O)C1)N2CC(=O)NC(=O)C2. Drug 2: CC1C(C(CC(O1)OC2CC(CC3=C2C(=C4C(=C3O)C(=O)C5=C(C4=O)C(=CC=C5)OC)O)(C(=O)C)O)N)O.Cl. Cell line: UO-31. Synergy scores: CSS=21.3, Synergy_ZIP=-2.31, Synergy_Bliss=2.17, Synergy_Loewe=5.43, Synergy_HSA=6.14. (3) Drug 1: C1CCC(C1)C(CC#N)N2C=C(C=N2)C3=C4C=CNC4=NC=N3. Drug 2: CN(CC1=CN=C2C(=N1)C(=NC(=N2)N)N)C3=CC=C(C=C3)C(=O)NC(CCC(=O)O)C(=O)O. Cell line: UO-31. Synergy scores: CSS=27.3, Synergy_ZIP=-7.60, Synergy_Bliss=-5.72, Synergy_Loewe=-3.41, Synergy_HSA=-1.74. (4) Drug 1: CCCS(=O)(=O)NC1=C(C(=C(C=C1)F)C(=O)C2=CNC3=C2C=C(C=N3)C4=CC=C(C=C4)Cl)F. Drug 2: CCCCC(=O)OCC(=O)C1(CC(C2=C(C1)C(=C3C(=C2O)C(=O)C4=C(C3=O)C=CC=C4OC)O)OC5CC(C(C(O5)C)O)NC(=O)C(F)(F)F)O. Cell line: SR. Synergy scores: CSS=47.9, Synergy_ZIP=14.2, Synergy_Bliss=15.2, Synergy_Loewe=3.06, Synergy_HSA=16.7. (5) Drug 1: CC(CN1CC(=O)NC(=O)C1)N2CC(=O)NC(=O)C2. Drug 2: C1=CN(C(=O)N=C1N)C2C(C(C(O2)CO)O)O.Cl. Cell line: TK-10. Synergy scores: CSS=32.0, Synergy_ZIP=-7.01, Synergy_Bliss=-0.951, Synergy_Loewe=-12.2, Synergy_HSA=2.94. (6) Drug 1: C1=NC2=C(N1)C(=S)N=C(N2)N. Drug 2: CC(C)CN1C=NC2=C1C3=CC=CC=C3N=C2N. Cell line: SF-295. Synergy scores: CSS=34.1, Synergy_ZIP=0.719, Synergy_Bliss=0.0297, Synergy_Loewe=-3.69, Synergy_HSA=0.672. (7) Drug 1: C1CN1C2=NC(=NC(=N2)N3CC3)N4CC4. Drug 2: C1=NNC2=C1C(=O)NC=N2. Cell line: TK-10. Synergy scores: CSS=11.8, Synergy_ZIP=-5.27, Synergy_Bliss=-0.862, Synergy_Loewe=-4.84, Synergy_HSA=0.0288.